Dataset: Forward reaction prediction with 1.9M reactions from USPTO patents (1976-2016). Task: Predict the product of the given reaction. (1) Given the reactants O1C2C(=CC=CC=2)C=CC1=O.[C:12](O)(=[O:29])[CH2:13][CH2:14][CH2:15][CH2:16][CH2:17][CH2:18][CH2:19][CH2:20][CH2:21][CH2:22][CH2:23][CH2:24][CH2:25][CH2:26][CH2:27][CH3:28], predict the reaction product. The product is: [CH:12](=[O:29])[CH2:13][CH2:14][CH2:15][CH2:16][CH2:17][CH2:18][CH2:19][CH2:20][CH2:21][CH2:22][CH2:23][CH2:24][CH2:25][CH2:26][CH2:27][CH3:28]. (2) Given the reactants [CH2:1]([Mg]Br)[CH3:2].[CH3:5][C:6]1[CH2:11][CH2:10][CH2:9][C:8](=O)[CH:7]=1.[NH4+].[Cl-], predict the reaction product. The product is: [CH3:5][C:6]1[CH2:11][CH2:10][CH2:9][C:8]2([CH2:2][CH2:1]2)[CH:7]=1. (3) Given the reactants [Br:1][C:2]1[C:3]([CH2:10][N:11](C)[C:12](=O)OC(C)(C)C)=[N:4][N:5]([CH3:9])[C:6]=1[C:7]#[N:8].Cl.O1CCOCC1, predict the reaction product. The product is: [Br:1][C:2]1[C:3]([CH2:10][NH:11][CH3:12])=[N:4][N:5]([CH3:9])[C:6]=1[C:7]#[N:8].